This data is from Forward reaction prediction with 1.9M reactions from USPTO patents (1976-2016). The task is: Predict the product of the given reaction. (1) Given the reactants [O:1]1[CH:5]=[CH:4][C:3]([C:6]2[CH:11]=[CH:10]N=[CH:8][CH:7]=2)=[CH:2]1.I[C:13]1[CH:18]=CC(CCC)=[CH:15][CH:14]=1.O1C=CC(B(O)O)=C1, predict the reaction product. The product is: [CH2:13]([C:18]1[CH:10]=[CH:11][C:6]([C:3]2[CH:4]=[CH:5][O:1][CH:2]=2)=[CH:7][CH:8]=1)[CH2:14][CH3:15]. (2) Given the reactants [NH:1]1[CH2:6][CH2:5][O:4][CH2:3][CH2:2]1.C1COCC1.[NH2:12][C:13]1[C:14]2[CH:29]=[C:28]([CH:30]([OH:37])[CH2:31]OS(C)(=O)=O)[S:27][C:15]=2[N:16]=[C:17]([C:19]2[CH:24]=[CH:23][CH:22]=[C:21]([C:25]#[N:26])[CH:20]=2)[N:18]=1, predict the reaction product. The product is: [NH2:12][C:13]1[C:14]2[CH:29]=[C:28]([CH:30]([OH:37])[CH2:31][N:1]3[CH2:6][CH2:5][O:4][CH2:3][CH2:2]3)[S:27][C:15]=2[N:16]=[C:17]([C:19]2[CH:20]=[C:21]([CH:22]=[CH:23][CH:24]=2)[C:25]#[N:26])[N:18]=1. (3) Given the reactants [CH3:1][O:2][C:3]1[CH:4]=[CH:5][C:6]2[C:10]([O:11][C:12]3[CH:13]=[CH:14][C:15]([CH2:18][OH:19])=[N:16][CH:17]=3)=[C:9]([C:20]3[CH:25]=[CH:24][C:23]([O:26][CH3:27])=[CH:22][CH:21]=3)[S:8][C:7]=2[CH:28]=1, predict the reaction product. The product is: [CH3:1][O:2][C:3]1[CH:4]=[CH:5][C:6]2[C:10]([O:11][C:12]3[CH:13]=[CH:14][C:15]([CH:18]=[O:19])=[N:16][CH:17]=3)=[C:9]([C:20]3[CH:25]=[CH:24][C:23]([O:26][CH3:27])=[CH:22][CH:21]=3)[S:8][C:7]=2[CH:28]=1. (4) Given the reactants C[O:2][C:3]([C:5]1[CH:6]=[C:7]([C:28]2[CH:33]=[CH:32][CH:31]=[CH:30][CH:29]=2)[CH:8]=[CH:9][C:10]=1[NH:11][C:12]([O:14][CH2:15][C:16]1[CH:21]=[CH:20][C:19]([C:22]2[CH:27]=[CH:26][CH:25]=[CH:24][CH:23]=2)=[CH:18][CH:17]=1)=[O:13])=[O:4].[Li+].[OH-], predict the reaction product. The product is: [C:19]1([C:22]2[CH:27]=[CH:26][CH:25]=[CH:24][CH:23]=2)[CH:20]=[CH:21][C:16]([CH2:15][O:14][C:12]([NH:11][C:10]2[CH:9]=[CH:8][C:7]([C:28]3[CH:33]=[CH:32][CH:31]=[CH:30][CH:29]=3)=[CH:6][C:5]=2[C:3]([OH:4])=[O:2])=[O:13])=[CH:17][CH:18]=1. (5) Given the reactants [Cl:1][C:2]1[C:11]2[C:6](=[CH:7][C:8]([O:15][CH2:16][CH3:17])=[C:9]([O:12][CH2:13][CH3:14])[CH:10]=2)[N:5]=[C:4]([CH2:18][Cl:19])[N:3]=1.[CH3:20][C:21]1[S:22][CH:23]=[C:24]([C:26]2[CH:27]=[C:28]([NH2:32])[CH:29]=[CH:30][CH:31]=2)[N:25]=1, predict the reaction product. The product is: [ClH:1].[Cl:19][CH2:18][C:4]1[N:3]=[C:2]([NH:32][C:28]2[CH:29]=[CH:30][CH:31]=[C:26]([C:24]3[N:25]=[C:21]([CH3:20])[S:22][CH:23]=3)[CH:27]=2)[C:11]2[C:6](=[CH:7][C:8]([O:15][CH2:16][CH3:17])=[C:9]([O:12][CH2:13][CH3:14])[CH:10]=2)[N:5]=1.